Dataset: Reaction yield outcomes from USPTO patents with 853,638 reactions. Task: Predict the reaction yield, written as a fraction of the theoretical maximum amount of product (1.0 means a 100% yield; for example, 0.34 means a 34% yield). (1) The catalyst is C(Cl)Cl. The reactants are C(Cl)(=O)C(Cl)=O.CS(C)=O.[F:11][C:12]1[CH:13]=[C:14]([C@:25]([NH:40][C:41]([NH:43][C@@H:44]2[CH2:48][CH2:47][CH2:46][C@H:45]2[OH:49])=[O:42])([C:33]2[CH:38]=[CH:37][C:36]([F:39])=[CH:35][CH:34]=2)[CH2:26][C:27]2[CH:32]=[CH:31][CH:30]=[CH:29][CH:28]=2)[CH:15]=[C:16]([O:18][C:19]([F:24])([F:23])[CH:20]([F:22])[F:21])[CH:17]=1. The yield is 0.140. The product is [F:11][C:12]1[CH:13]=[C:14]([C@:25]([NH:40][C:41]([NH:43][C:44]2[C:45](=[O:49])[CH2:46][CH2:47][CH:48]=2)=[O:42])([C:33]2[CH:38]=[CH:37][C:36]([F:39])=[CH:35][CH:34]=2)[CH2:26][C:27]2[CH:28]=[CH:29][CH:30]=[CH:31][CH:32]=2)[CH:15]=[C:16]([O:18][C:19]([F:23])([F:24])[CH:20]([F:21])[F:22])[CH:17]=1.[F:11][C:12]1[CH:13]=[C:14]([C@:25]([NH:40][C:41]([NH:43][C@@H:44]2[CH2:48][CH2:47][CH2:46][C:45]2=[O:49])=[O:42])([C:33]2[CH:38]=[CH:37][C:36]([F:39])=[CH:35][CH:34]=2)[CH2:26][C:27]2[CH:28]=[CH:29][CH:30]=[CH:31][CH:32]=2)[CH:15]=[C:16]([O:18][C:19]([F:23])([F:24])[CH:20]([F:21])[F:22])[CH:17]=1. (2) The reactants are [Cl:1][C:2]([F:13])([F:12])[C:3]1[N:8]=[CH:7][C:6]([C:9](=[O:11])[CH3:10])=[CH:5][CH:4]=1.[BH4-].[Na+].Cl. The catalyst is CO. The product is [Cl:1][C:2]([F:12])([F:13])[C:3]1[N:8]=[CH:7][C:6]([CH:9]([OH:11])[CH3:10])=[CH:5][CH:4]=1. The yield is 0.930. (3) The reactants are O/[N:2]=[C:3](\[C:9](=[O:11])[CH3:10])/[C:4]([O:6][CH2:7][CH3:8])=[O:5].[CH3:12][C:13]([O:16][C:17](O[C:17]([O:16][C:13]([CH3:15])([CH3:14])[CH3:12])=[O:18])=[O:18])([CH3:15])[CH3:14]. The catalyst is CO.[Pd]. The product is [C:13]([O:16][C:17]([NH:2][CH:3]([C:9](=[O:11])[CH3:10])[C:4]([O:6][CH2:7][CH3:8])=[O:5])=[O:18])([CH3:15])([CH3:14])[CH3:12]. The yield is 0.485.